This data is from Full USPTO retrosynthesis dataset with 1.9M reactions from patents (1976-2016). The task is: Predict the reactants needed to synthesize the given product. (1) Given the product [CH3:2][O:3][C:4]1[CH:5]=[CH:6][C:7]([CH2:10][C:11]2[NH:13][C:23](=[O:24])[C:22]([CH:21]([NH:20][C:17](=[O:19])[CH3:18])[CH3:29])=[N:15][N:12]=2)=[CH:8][CH:9]=1, predict the reactants needed to synthesize it. The reactants are: Cl.[CH3:2][O:3][C:4]1[CH:9]=[CH:8][C:7]([CH2:10][C:11]([NH2:13])=[NH:12])=[CH:6][CH:5]=1.O.[NH2:15]N.[C:17]([NH:20][CH:21]([CH3:29])[C:22](=O)[C:23](OCC)=[O:24])(=[O:19])[CH3:18]. (2) Given the product [O:18]=[CH:17][CH:14]([C:10]1[CH:11]=[CH:12][CH:13]=[C:8]([O:1][C:2]2[CH:3]=[CH:4][CH:5]=[CH:6][CH:7]=2)[CH:9]=1)[C:15]#[N:16], predict the reactants needed to synthesize it. The reactants are: [O:1]([C:8]1[CH:9]=[C:10]([CH2:14][C:15]#[N:16])[CH:11]=[CH:12][CH:13]=1)[C:2]1[CH:7]=[CH:6][CH:5]=[CH:4][CH:3]=1.[CH:17](OCC)=[O:18].COC1C=CC(C(C(=O)C)C#N)=CC=1. (3) Given the product [P:1]([O:13][CH2:14][C@@:15]1([CH2:30][NH2:31])[O:19][C@@H:18]([N:20]2[CH:28]=[C:26]([CH3:27])[C:24](=[O:25])[NH:23][C:21]2=[O:22])[CH2:17][C@@H:16]1[OH:29])([O:4][P:5]([O:8][P:9]([OH:11])([OH:12])=[O:10])([OH:7])=[O:6])(=[O:2])[OH:3], predict the reactants needed to synthesize it. The reactants are: [P:1]([O:13][CH2:14][C@@:15]1([CH2:30][NH:31]C(=O)C(F)(F)F)[O:19][C@@H:18]([N:20]2[CH:28]=[C:26]([CH3:27])[C:24](=[O:25])[NH:23][C:21]2=[O:22])[CH2:17][C@@H:16]1[OH:29])([O:4][P:5]([O:8][P:9]([OH:12])([OH:11])=[O:10])([OH:7])=[O:6])(=[O:3])[OH:2]. (4) Given the product [N+:21]([C:24]1[CH:42]=[CH:41][C:27]([CH2:28][O:29][C:30]([C:32]2[N:33]3[CH:36]([S:37][CH:38]=2)[C:35]([CH:16]([O:17][C:43](=[O:45])[CH3:44])[C:8]2[N:7]=[C:6]4[N:10]([C:11]5[CH2:12][CH2:13][CH2:14][C:15]=5[C:4]([O:3][CH2:1][CH3:2])=[N:5]4)[CH:9]=2)([Br:39])[C:34]3=[O:40])=[O:31])=[CH:26][CH:25]=1)([O-:23])=[O:22], predict the reactants needed to synthesize it. The reactants are: [CH2:1]([O:3][C:4]1[C:15]2[CH2:14][CH2:13][CH2:12][C:11]=2[N:10]2[C:6](=[N:7][C:8]([CH:16]=[O:17])=[CH:9]2)[N:5]=1)[CH3:2].[Br-].[Mg+2].[Br-].[N+:21]([C:24]1[CH:42]=[CH:41][C:27]([CH2:28][O:29][C:30]([C:32]2[N:33]3[CH:36]([S:37][CH:38]=2)[CH:35]([Br:39])[C:34]3=[O:40])=[O:31])=[CH:26][CH:25]=1)([O-:23])=[O:22].[C:43](OC(=O)C)(=[O:45])[CH3:44]. (5) Given the product [CH2:5]([CH:8]1[CH2:9][CH2:10][C:11](=[O:14])[CH2:12][CH2:13]1)[CH2:6][CH2:7][CH2:2][CH2:3][CH2:4][CH3:15], predict the reactants needed to synthesize it. The reactants are: C[CH:2]1[CH2:7][CH2:6][CH:5]([CH:8]2[CH2:13][CH2:12][C:11](=[O:14])[CH2:10][CH2:9]2)[CH2:4][CH2:3]1.[CH2:15](C1CCC(C2CCC(=O)CC2)CC1)C. (6) Given the product [N:1]1([C:5]2[CH:6]=[C:7]([O:31][CH3:32])[C:8]([NH:14][C:15]3[N:20]=[C:19]([N:21]4[CH:25]=[C:24]([CH2:26][N:34]5[CH2:37][CH2:36][CH2:35]5)[C:23]([CH:28]5[CH2:29][CH2:30]5)=[N:22]4)[CH:18]=[CH:17][N:16]=3)=[CH:9][C:10]=2[NH:11][C:7](=[O:31])[CH:6]=[CH2:5])[CH2:4][CH2:3][CH2:2]1, predict the reactants needed to synthesize it. The reactants are: [N:1]1([C:5]2[C:10]([N+:11]([O-])=O)=[CH:9][C:8]([NH:14][C:15]3[N:20]=[C:19]([N:21]4[CH:25]=[C:24]([CH:26]=O)[C:23]([CH:28]5[CH2:30][CH2:29]5)=[N:22]4)[CH:18]=[CH:17][N:16]=3)=[C:7]([O:31][CH3:32])[CH:6]=2)[CH2:4][CH2:3][CH2:2]1.Cl.[NH:34]1[CH2:37][CH2:36][CH2:35]1. (7) Given the product [Cl:34][C:33]1[C:28]([NH:27][C:25]2[CH:26]=[C:21]([Cl:20])[CH:22]=[CH:23][C:24]=2[O:36][CH3:37])=[N:29][C:30]([NH:17][C:12]2[C:13]([O:15][CH3:16])=[CH:14][C:7]3[CH2:6][CH2:5][N:4]([CH2:3][C:2]([F:1])([F:19])[CH3:18])[CH2:10][CH2:9][C:8]=3[CH:11]=2)=[N:31][CH:32]=1, predict the reactants needed to synthesize it. The reactants are: [F:1][C:2]([F:19])([CH3:18])[CH2:3][N:4]1[CH2:10][CH2:9][C:8]2[CH:11]=[C:12]([NH2:17])[C:13]([O:15][CH3:16])=[CH:14][C:7]=2[CH2:6][CH2:5]1.[Cl:20][C:21]1[CH:22]=[CH:23][C:24]([O:36][CH3:37])=[C:25]([NH:27][C:28]2[C:33]([Cl:34])=[CH:32][N:31]=[C:30](Cl)[N:29]=2)[CH:26]=1. (8) Given the product [CH3:27][C:28]([CH3:33])([CH3:32])[C:29]([NH:1][CH2:2][CH:3]1[CH2:8][CH:7]([C:9]2[CH:14]=[CH:13][C:12]([C:15]([F:17])([F:16])[F:18])=[CH:11][CH:10]=2)[CH2:6][N:5]([C:19]([N:21]2[CH2:26][CH2:25][O:24][CH2:23][CH2:22]2)=[O:20])[CH2:4]1)=[O:30], predict the reactants needed to synthesize it. The reactants are: [NH2:1][CH2:2][CH:3]1[CH2:8][CH:7]([C:9]2[CH:14]=[CH:13][C:12]([C:15]([F:18])([F:17])[F:16])=[CH:11][CH:10]=2)[CH2:6][N:5]([C:19]([N:21]2[CH2:26][CH2:25][O:24][CH2:23][CH2:22]2)=[O:20])[CH2:4]1.[CH3:27][C:28]([CH3:33])([CH3:32])[C:29](Cl)=[O:30]. (9) The reactants are: [CH3:1][O:2][C:3]1[CH:18]=[CH:17][C:6]([CH2:7][N:8]2[CH:12]=[C:11]([C:13](=[O:16])[CH2:14]Br)[CH:10]=[N:9]2)=[CH:5][CH:4]=1.[C-:19]#[N:20].[K+]. Given the product [CH3:1][O:2][C:3]1[CH:18]=[CH:17][C:6]([CH2:7][N:8]2[CH:12]=[C:11]([C:13](=[O:16])[CH2:14][C:19]#[N:20])[CH:10]=[N:9]2)=[CH:5][CH:4]=1, predict the reactants needed to synthesize it.